From a dataset of Reaction yield outcomes from USPTO patents with 853,638 reactions. Predict the reaction yield, written as a fraction of the theoretical maximum amount of product (1.0 means a 100% yield; for example, 0.34 means a 34% yield). (1) The reactants are [CH3:1][C:2]([C:4]1[CH:5]=[CH:6][CH:7]=[C:8]([OH:10])[CH:9]=1)=[O:3].N1C=CC=CC=1.[C:17](Cl)(=[O:24])[C:18]1[CH:23]=[CH:22][CH:21]=[CH:20][CH:19]=1.C(=O)([O-])O.[Na+]. The catalyst is ClCCl. The product is [C:2]([C:4]1[CH:9]=[C:8]([O:10][C:17](=[O:24])[C:18]2[CH:23]=[CH:22][CH:21]=[CH:20][CH:19]=2)[CH:7]=[CH:6][CH:5]=1)(=[O:3])[CH3:1]. The yield is 0.990. (2) The reactants are Br[C:2]1[CH:7]=[CH:6][C:5]([Br:8])=[CH:4][N:3]=1.[CH3:9][S-:10].[Na+].O.C(OCC)(=O)C. The yield is 0.840. The catalyst is CN(C)C=O. The product is [Br:8][C:5]1[CH:6]=[CH:7][C:2]([S:10][CH3:9])=[N:3][CH:4]=1. (3) The reactants are [CH2:1]([O:8][C:5]1[C:6](OC)=[CH:7][C:2]([C:1]([OH:8])=O)=[CH:3][C:4]=1OC)[C:2]1[CH:7]=[CH:6][CH:5]=[CH:4][CH:3]=1.C(N1C=CN=C1)([N:24]1C=CN=C1)=O.[OH-].[NH4+].Cl. The catalyst is O1CCCC1.C(OCC)(=O)C. The product is [C:1]([NH2:24])(=[O:8])[C:2]1[CH:7]=[CH:6][CH:5]=[CH:4][CH:3]=1. The yield is 0.980. (4) The reactants are [Br:1][C:2]1[C:3](Cl)=[N:4][C:5]([Cl:8])=[N:6][CH:7]=1.[OH-:10].[Na+].Cl. The catalyst is C1COCC1. The product is [Br:1][C:2]1[C:3](=[O:10])[NH:4][C:5]([Cl:8])=[N:6][CH:7]=1. The yield is 0.640. (5) The product is [NH2:1][C:2]1[C:3]([CH3:12])=[CH:4][C:5]([CH3:11])=[C:6]([CH:10]=1)[C:7]([N:41]1[CH2:42][CH2:43][C:38]([C:44]2[CH:51]=[CH:50][C:47]([C:48]#[N:49])=[CH:46][CH:45]=2)([F:37])[CH2:39][CH2:40]1)=[O:9]. The reactants are [NH2:1][C:2]1[C:3]([CH3:12])=[CH:4][C:5]([CH3:11])=[C:6]([CH:10]=1)[C:7]([OH:9])=O.CN(C(ON1N=NC2C=CC=CC1=2)=[N+](C)C)C.F[P-](F)(F)(F)(F)F.[F:37][C:38]1([C:44]2[CH:51]=[CH:50][C:47]([C:48]#[N:49])=[CH:46][CH:45]=2)[CH2:43][CH2:42][NH:41][CH2:40][CH2:39]1.CCN(C(C)C)C(C)C. The catalyst is CN(C=O)C.CCOC(C)=O. The yield is 0.730. (6) The reactants are [Cl:1][C:2]1[C:7]([NH:8][C:9](=[O:16])[C:10]2[CH:15]=[CH:14][CH:13]=[CH:12][CH:11]=2)=[CH:6][CH:5]=[CH:4][N:3]=1.[C:17](=O)([O-])[O-].[K+].[K+].CI. The catalyst is C(O)C. The product is [Cl:1][C:2]1[C:7]([N:8]([CH3:17])[C:9](=[O:16])[C:10]2[CH:11]=[CH:12][CH:13]=[CH:14][CH:15]=2)=[CH:6][CH:5]=[CH:4][N:3]=1. The yield is 0.960.